Dataset: Forward reaction prediction with 1.9M reactions from USPTO patents (1976-2016). Task: Predict the product of the given reaction. (1) Given the reactants Cl[CH2:2][C:3]1[S:4][CH:5]=[CH:6][C:7]=1[CH2:8][N:9]([CH3:11])[CH3:10].[N-:12]=[N+:13]=[N-:14].[Na+], predict the reaction product. The product is: [N:12]([CH2:2][C:3]1[S:4][CH:5]=[CH:6][C:7]=1[CH2:8][N:9]([CH3:11])[CH3:10])=[N+:13]=[N-:14]. (2) Given the reactants [NH2:1][CH:2]1[CH2:7][CH2:6][N:5]([CH2:8][C:9]2[CH:14]=[CH:13][CH:12]=[CH:11][CH:10]=2)[CH2:4][CH:3]1[OH:15].O1CCCC1.C(N(CC)CC)C.[C:28](O[C:28]([O:30][C:31]([CH3:34])([CH3:33])[CH3:32])=[O:29])([O:30][C:31]([CH3:34])([CH3:33])[CH3:32])=[O:29], predict the reaction product. The product is: [CH2:8]([N:5]1[CH2:6][CH2:7][CH:2]([NH:1][C:28](=[O:29])[O:30][C:31]([CH3:34])([CH3:33])[CH3:32])[CH:3]([OH:15])[CH2:4]1)[C:9]1[CH:10]=[CH:11][CH:12]=[CH:13][CH:14]=1.